Dataset: Reaction yield outcomes from USPTO patents with 853,638 reactions. Task: Predict the reaction yield, written as a fraction of the theoretical maximum amount of product (1.0 means a 100% yield; for example, 0.34 means a 34% yield). No catalyst specified. The product is [CH3:31][N:19]([CH2:20][C:21]1[S:25][C:24]2[CH:26]=[CH:27][CH:28]=[CH:29][C:23]=2[C:22]=1[CH3:30])[C:18](/[CH:17]=[CH:16]/[C:13]1[CH:14]=[N:15][C:9]2[NH:8][C:7](=[O:33])[N:6]([CH2:5][C:4]([OH:34])=[O:3])[CH2:11][C:10]=2[CH:12]=1)=[O:32]. The yield is 0.890. The reactants are C([O:3][C:4](=[O:34])[CH2:5][N:6]1[CH2:11][C:10]2[CH:12]=[C:13](/[CH:16]=[CH:17]/[C:18](=[O:32])[N:19]([CH3:31])[CH2:20][C:21]3[S:25][C:24]4[CH:26]=[CH:27][CH:28]=[CH:29][C:23]=4[C:22]=3[CH3:30])[CH:14]=[N:15][C:9]=2[NH:8][C:7]1=[O:33])C.C(OC(=O)CN1CC2C=C(/C=C/C(=O)N(C)CC3N(C)C4C(C=3)=CC=CC=4)C=NC=2NC1=O)C.